Dataset: hERG channel blocking data for cardiac toxicity assessment. Task: Regression/Classification. Given a drug SMILES string, predict its toxicity properties. Task type varies by dataset: regression for continuous values (e.g., LD50, hERG inhibition percentage) or binary classification for toxic/non-toxic outcomes (e.g., AMES mutagenicity, cardiotoxicity, hepatotoxicity). Dataset: herg. The compound is Fc1ccc(-c2[nH]c3cc(F)ccc3c2[C@H]2CCC[NH2+]C2)cc1. The result is 1 (blocker).